This data is from Forward reaction prediction with 1.9M reactions from USPTO patents (1976-2016). The task is: Predict the product of the given reaction. (1) Given the reactants [F:1][CH:2]([F:17])[N:3]1[CH:8]=[C:7]([N:9]2[C:13]([CH3:14])=[CH:12][C:11](I)=[N:10]2)[CH:6]=[CH:5][C:4]1=[O:16].[OH:18][C@@:19]([C@H:28]1[O:33][CH2:32][CH2:31][NH:30][C:29]1=[O:34])([CH3:27])[C:20]([O:22][C:23]([CH3:26])([CH3:25])[CH3:24])=[O:21].BrC1C=CC(=O)N(C(F)F)C=1.NC1C=CNN=1, predict the reaction product. The product is: [F:1][CH:2]([F:17])[N:3]1[C:4](=[O:16])[CH:5]=[CH:6][C:7]([N:9]2[C:13]([CH3:14])=[CH:12][C:11]([N:30]3[CH2:31][CH2:32][O:33][C@H:28]([C@:19]([OH:18])([CH3:27])[C:20]([O:22][C:23]([CH3:24])([CH3:25])[CH3:26])=[O:21])[C:29]3=[O:34])=[N:10]2)=[CH:8]1. (2) Given the reactants [C:1]1(=[O:26])[N:5]([CH2:6][C:7]2[N:8]=[C:9]([N:12]3[CH2:15][CH:14](OS(C)(=O)=O)[CH2:13]3)[S:10][CH:11]=2)[C:4](=[O:21])[C:3]2=[CH:22][CH:23]=[CH:24][CH:25]=[C:2]12.[C:27]([O-:30])(=[S:29])[CH3:28].[K+], predict the reaction product. The product is: [C:27]([S:29][CH:14]1[CH2:15][N:12]([C:9]2[S:10][CH:11]=[C:7]([CH2:6][N:5]3[C:1](=[O:26])[C:2]4=[CH:25][CH:24]=[CH:23][CH:22]=[C:3]4[C:4]3=[O:21])[N:8]=2)[CH2:13]1)(=[O:30])[CH3:28]. (3) Given the reactants [C:1](OCC)(=[O:3])C.C[O-].[Na+].CO.Br[C:13]1[CH:31]=[CH:30][C:16]2[N:17]([C:24]3[CH:29]=[CH:28][CH:27]=[CH:26][CH:25]=3)[CH2:18][CH2:19][O:20][CH:21]([CH3:23])[CH2:22][C:15]=2[CH:14]=1, predict the reaction product. The product is: [CH3:1][O:3][C:13]1[CH:31]=[CH:30][C:16]2[N:17]([C:24]3[CH:29]=[CH:28][CH:27]=[CH:26][CH:25]=3)[CH2:18][CH2:19][O:20][CH:21]([CH3:23])[CH2:22][C:15]=2[CH:14]=1. (4) Given the reactants [NH2:1][C:2]1[CH:7]=[CH:6][C:5]([CH3:8])=[CH:4][CH:3]=1.C(=O)([O-])[O-].[K+].[K+].[C:15](Cl)(=[O:17])[CH3:16], predict the reaction product. The product is: [CH3:8][C:5]1[CH:6]=[CH:7][C:2]([NH:1][C:15]([CH3:16])=[O:17])=[CH:3][CH:4]=1. (5) Given the reactants [C:1]([C:3]1[C:4]([NH:16][C:17]2[C:18]([CH3:26])=[C:19]3[C:23](=[CH:24][CH:25]=2)[NH:22][CH:21]=[CH:20]3)=[C:5]2[CH:11]=[C:10]([C:12]([O:14]C)=[O:13])[S:9][C:6]2=[N:7][CH:8]=1)#[N:2].[OH-].[Na+].Cl.O, predict the reaction product. The product is: [C:1]([C:3]1[C:4]([NH:16][C:17]2[C:18]([CH3:26])=[C:19]3[C:23](=[CH:24][CH:25]=2)[NH:22][CH:21]=[CH:20]3)=[C:5]2[CH:11]=[C:10]([C:12]([OH:14])=[O:13])[S:9][C:6]2=[N:7][CH:8]=1)#[N:2]. (6) Given the reactants [CH3:1][C:2]1[O:6][C:5]([C:7]2[CH:12]=[CH:11][CH:10]=[CH:9][CH:8]=2)=[N:4][CH:3]=1.[Br:13]N1C(=O)CCC1=O.C(OOC(=O)C1C=CC=CC=1)(=O)C1C=CC=CC=1, predict the reaction product. The product is: [Br:13][CH2:1][C:2]1[O:6][C:5]([C:7]2[CH:8]=[CH:9][CH:10]=[CH:11][CH:12]=2)=[N:4][CH:3]=1. (7) Given the reactants [CH2:1]([O:8][C:9]([N:11]1[CH2:16][CH2:15][C@@H:14]([N:17]=[N+:18]=[N-:19])[C@H:13]([OH:20])[CH2:12]1)=[O:10])[C:2]1[CH:7]=[CH:6][CH:5]=[CH:4][CH:3]=1.[H-].[Na+].I[CH3:24].[Cl-].[NH4+], predict the reaction product. The product is: [CH2:1]([O:8][C:9]([N:11]1[CH2:16][CH2:15][C@@H:14]([N:17]=[N+:18]=[N-:19])[C@H:13]([O:20][CH3:24])[CH2:12]1)=[O:10])[C:2]1[CH:3]=[CH:4][CH:5]=[CH:6][CH:7]=1.